This data is from Reaction yield outcomes from USPTO patents with 853,638 reactions. The task is: Predict the reaction yield, written as a fraction of the theoretical maximum amount of product (1.0 means a 100% yield; for example, 0.34 means a 34% yield). The reactants are Cl[C:2]1[N:11]=[C:10]([NH:12][CH2:13][CH:14]([C:21]2[CH:26]=[CH:25][CH:24]=[CH:23][CH:22]=2)[C:15]2[CH:20]=[CH:19][CH:18]=[CH:17][CH:16]=2)[C:9]2[C:4](=[CH:5][CH:6]=[CH:7][CH:8]=2)[N:3]=1.[N:27]1([C:33]2[N:38]=[CH:37][C:36](B(O)O)=[CH:35][N:34]=2)[CH2:32][CH2:31][CH2:30][CH2:29][CH2:28]1.C(NC1C2C(=CC=CC=2)N=C(C2SC3C=CC=CC=3C=2)N=1)(C1C=CC=CC=1)C1C=CC=CC=1. The catalyst is C1CCCCC1.CCOC(C)=O. The product is [C:15]1([CH:14]([C:21]2[CH:26]=[CH:25][CH:24]=[CH:23][CH:22]=2)[CH2:13][NH:12][C:10]2[C:9]3[C:4](=[CH:5][CH:6]=[CH:7][CH:8]=3)[N:3]=[C:2]([C:36]3[CH:37]=[N:38][C:33]([N:27]4[CH2:28][CH2:29][CH2:30][CH2:31][CH2:32]4)=[N:34][CH:35]=3)[N:11]=2)[CH:20]=[CH:19][CH:18]=[CH:17][CH:16]=1. The yield is 0.570.